From a dataset of Catalyst prediction with 721,799 reactions and 888 catalyst types from USPTO. Predict which catalyst facilitates the given reaction. Reactant: Br[C:2]1[CH:3]=[N:4][CH:5]=[C:6]([CH:8]2[N:12]([C:13]3[CH:18]=[CH:17][C:16]([F:19])=[CH:15][C:14]=3[F:20])[N:11]=[C:10]([C:21]([F:27])([F:26])[C:22]([F:25])([F:24])[F:23])[CH2:9]2)[CH:7]=1.[CH3:28][S:29][C:30]1[CH:31]=[C:32](B(O)O)[CH:33]=[CH:34][CH:35]=1.C(=O)([O-])[O-].[Na+].[Na+].C(O)C. Product: [F:20][C:14]1[CH:15]=[C:16]([F:19])[CH:17]=[CH:18][C:13]=1[N:12]1[CH:8]([C:6]2[CH:7]=[C:2]([C:34]3[CH:33]=[CH:32][CH:31]=[C:30]([S:29][CH3:28])[CH:35]=3)[CH:3]=[N:4][CH:5]=2)[CH2:9][C:10]([C:21]([F:27])([F:26])[C:22]([F:25])([F:24])[F:23])=[N:11]1. The catalyst class is: 276.